This data is from Catalyst prediction with 721,799 reactions and 888 catalyst types from USPTO. The task is: Predict which catalyst facilitates the given reaction. (1) Reactant: [CH3:1][O:2][C:3]1[C:8]2[C:9](=[O:18])[NH:10][N:11]([C:12]3[CH:17]=[CH:16][CH:15]=[CH:14][CH:13]=3)[C:7]=2[CH:6]=[CH:5][N:4]=1.N1C=CC=CC=1.[F:25][C:26]([F:39])([F:38])[S:27](O[S:27]([C:26]([F:39])([F:38])[F:25])(=[O:29])=[O:28])(=[O:29])=[O:28].[Cl-].[NH4+]. Product: [F:25][C:26]([F:39])([F:38])[S:27]([O:18][C:9]1[C:8]2[C:3]([O:2][CH3:1])=[N:4][CH:5]=[CH:6][C:7]=2[N:11]([C:12]2[CH:17]=[CH:16][CH:15]=[CH:14][CH:13]=2)[N:10]=1)(=[O:29])=[O:28]. The catalyst class is: 10. (2) Reactant: C(OC(=O)[NH:7][C@H:8]([CH2:24][C:25]1[CH:30]=[CH:29][CH:28]=[CH:27][C:26]=1[F:31])[CH2:9][C:10](=[O:23])[NH:11][CH:12]1[CH2:21][C:20]2[C:15](=[CH:16][CH:17]=[CH:18][N:19]=2)[NH:14][C:13]1=[O:22])(C)(C)C.Cl. Product: [NH2:7][C@H:8]([CH2:24][C:25]1[CH:30]=[CH:29][CH:28]=[CH:27][C:26]=1[F:31])[CH2:9][C:10]([NH:11][CH:12]1[CH2:21][C:20]2[C:15](=[CH:16][CH:17]=[CH:18][N:19]=2)[NH:14][C:13]1=[O:22])=[O:23]. The catalyst class is: 12.